This data is from Forward reaction prediction with 1.9M reactions from USPTO patents (1976-2016). The task is: Predict the product of the given reaction. (1) The product is: [CH3:34][CH:32]1[O:33][C:21]([C:22]2[CH:27]=[CH:26][C:25]([N+:28]([O-:30])=[O:29])=[CH:24][CH:23]=2)=[N:20][CH:19]1[C:18]([O:17][CH3:16])=[O:35]. Given the reactants CC[N+](S(N=C(OC)[O-])(=O)=O)(CC)CC.[CH3:16][O:17][C:18](=[O:35])[C@H:19]([C@@H:32]([CH3:34])[OH:33])[NH:20][C:21](=O)[C:22]1[CH:27]=[CH:26][C:25]([N+:28]([O-:30])=[O:29])=[CH:24][CH:23]=1, predict the reaction product. (2) Given the reactants [CH3:1][C:2]1[CH:7]=[C:6]([C:8]2[CH:18]=[CH:17][C:11]([C:12]([O:14]CC)=[O:13])=[CH:10][CH:9]=2)[CH:5]=[CH:4][N:3]=1.[OH-].[Na+].O.Cl, predict the reaction product. The product is: [CH3:1][C:2]1[CH:7]=[C:6]([C:8]2[CH:18]=[CH:17][C:11]([C:12]([OH:14])=[O:13])=[CH:10][CH:9]=2)[CH:5]=[CH:4][N:3]=1. (3) Given the reactants [NH2:1][C:2]1[C:7]([C:8]#[N:9])=[C:6]([C:10]2[CH:15]=[CH:14][C:13]([O:16][CH2:17][C@@H:18]3[CH2:22][O:21]C(C)(C)[O:19]3)=[CH:12][CH:11]=2)[C:5]([C:25]#[N:26])=[C:4]([S:27][CH2:28][C:29]2[N:30]=[C:31]([C:34]3[CH:39]=[CH:38][C:37]([Cl:40])=[CH:36][CH:35]=3)[O:32][CH:33]=2)[N:3]=1.O, predict the reaction product. The product is: [NH2:1][C:2]1[C:7]([C:8]#[N:9])=[C:6]([C:10]2[CH:11]=[CH:12][C:13]([O:16][CH2:17][C@@H:18]([OH:19])[CH2:22][OH:21])=[CH:14][CH:15]=2)[C:5]([C:25]#[N:26])=[C:4]([S:27][CH2:28][C:29]2[N:30]=[C:31]([C:34]3[CH:35]=[CH:36][C:37]([Cl:40])=[CH:38][CH:39]=3)[O:32][CH:33]=2)[N:3]=1. (4) Given the reactants C[Si]([N-][Si](C)(C)C)(C)C.[Li+].[CH3:11][C:12]1[CH:17]=[CH:16][C:15]([S:18]([N:21]2[CH:25]=[CH:24][C:23]([C:26](=[O:28])[CH3:27])=[N:22]2)(=[O:20])=[O:19])=[CH:14][CH:13]=1.[C:29](OCC)(=[O:35])[C:30]([O:32][CH2:33][CH3:34])=[O:31].C(OCC)C, predict the reaction product. The product is: [CH2:33]([O:32][C:30](=[O:31])[C:29](=[O:35])[CH2:27][C:26]([C:23]1[CH:24]=[CH:25][N:21]([S:18]([C:15]2[CH:16]=[CH:17][C:12]([CH3:11])=[CH:13][CH:14]=2)(=[O:20])=[O:19])[N:22]=1)=[O:28])[CH3:34]. (5) Given the reactants Br[C:2]1[CH:7]=[CH:6][C:5]([O:8][CH2:9][CH2:10][O:11][CH2:12][CH2:13][O:14][CH3:15])=[CH:4][CH:3]=1.[B:16]1([B:16]2[O:20][C:19]([CH3:22])([CH3:21])[C:18]([CH3:24])([CH3:23])[O:17]2)[O:20][C:19]([CH3:22])([CH3:21])[C:18]([CH3:24])([CH3:23])[O:17]1.CC([O-])=O.[K+], predict the reaction product. The product is: [CH3:15][O:14][CH2:13][CH2:12][O:11][CH2:10][CH2:9][O:8][C:5]1[CH:6]=[CH:7][C:2]([B:16]2[O:20][C:19]([CH3:22])([CH3:21])[C:18]([CH3:24])([CH3:23])[O:17]2)=[CH:3][CH:4]=1.